Dataset: Full USPTO retrosynthesis dataset with 1.9M reactions from patents (1976-2016). Task: Predict the reactants needed to synthesize the given product. (1) Given the product [O:18]1[CH2:19][CH2:20][CH:21]([C:24]2[CH:28]=[C:27]([CH2:29][NH:30][C:2]3[N:7]=[C:6]([NH:8][C:9]4[NH:10][N:11]=[C:12]([O:14][CH:15]([CH3:17])[CH3:16])[CH:13]=4)[CH:5]=[CH:4][N:3]=3)[O:26][N:25]=2)[CH2:22][CH2:23]1, predict the reactants needed to synthesize it. The reactants are: Cl[C:2]1[N:7]=[C:6]([NH:8][C:9]2[NH:10][N:11]=[C:12]([O:14][CH:15]([CH3:17])[CH3:16])[CH:13]=2)[CH:5]=[CH:4][N:3]=1.[O:18]1[CH2:23][CH2:22][CH:21]([C:24]2[CH:28]=[C:27]([CH2:29][NH2:30])[O:26][N:25]=2)[CH2:20][CH2:19]1. (2) The reactants are: Cl[C:2]1[CH:29]=[CH:28][C:5]([C:6]([NH:8][CH2:9][C:10]2[C:19](=[O:20])[C:18]3[C:13](=[CH:14][C:15]([Cl:21])=[CH:16][CH:17]=3)[N:12]([C:22]3[CH:27]=[CH:26][CH:25]=[CH:24][CH:23]=3)[CH:11]=2)=[O:7])=[CH:4][N:3]=1.Cl.[CH3:31][S:32]([CH:35]1[CH2:40][CH2:39][NH:38][CH2:37][CH2:36]1)(=[O:34])=[O:33]. Given the product [Cl:21][C:15]1[CH:14]=[C:13]2[C:18]([C:19](=[O:20])[C:10]([CH2:9][NH:8][C:6]([C:5]3[CH:28]=[CH:29][C:2]([N:38]4[CH2:39][CH2:40][CH:35]([S:32]([CH3:31])(=[O:34])=[O:33])[CH2:36][CH2:37]4)=[N:3][CH:4]=3)=[O:7])=[CH:11][N:12]2[C:22]2[CH:27]=[CH:26][CH:25]=[CH:24][CH:23]=2)=[CH:17][CH:16]=1, predict the reactants needed to synthesize it. (3) Given the product [C:9]1([C@H:7]2[CH2:8][C@H:6]2[C:4]([OH:5])=[O:3])[CH:14]=[CH:13][CH:12]=[CH:11][CH:10]=1, predict the reactants needed to synthesize it. The reactants are: C([O:3][C:4]([C@@H:6]1[CH2:8][C@@H:7]1[C:9]1[CH:14]=[CH:13][CH:12]=[CH:11][CH:10]=1)=[O:5])C.[OH-].[K+].O.